Dataset: Forward reaction prediction with 1.9M reactions from USPTO patents (1976-2016). Task: Predict the product of the given reaction. Given the reactants I[C:2]1[CH:17]=[CH:16][C:5]([C:6]([O:8][CH2:9][CH2:10][CH2:11][CH2:12][CH2:13][CH2:14][CH3:15])=[O:7])=[CH:4][CH:3]=1.[CH3:18][Si:19]([C:22]#[CH:23])([CH3:21])[CH3:20], predict the reaction product. The product is: [CH3:18][Si:19]([C:22]#[C:23][C:2]1[CH:17]=[CH:16][C:5]([C:6]([O:8][CH2:9][CH2:10][CH2:11][CH2:12][CH2:13][CH2:14][CH3:15])=[O:7])=[CH:4][CH:3]=1)([CH3:21])[CH3:20].